Dataset: Forward reaction prediction with 1.9M reactions from USPTO patents (1976-2016). Task: Predict the product of the given reaction. (1) Given the reactants [CH2:1]([O:3][CH:4]([O:15][CH2:16][CH3:17])[C:5]#[C:6][C:7]([C:9]1[CH:14]=[CH:13][CH:12]=[CH:11][CH:10]=1)=O)[CH3:2].[C:18]([O:22][CH3:23])(=[O:21])[CH2:19][SH:20].CO.C([O-])([O-])=O.[Cs+].[Cs+].[O-]S([O-])(=O)=O.[Mg+2], predict the reaction product. The product is: [CH3:23][O:22][C:18]([C:19]1[S:20][C:5]([CH:4]([O:15][CH2:16][CH3:17])[O:3][CH2:1][CH3:2])=[CH:6][C:7]=1[C:9]1[CH:14]=[CH:13][CH:12]=[CH:11][CH:10]=1)=[O:21]. (2) Given the reactants [F:1][C:2]1[C:11]2[O:10][CH2:9][CH2:8][O:7][C:6]=2[C:5]([F:12])=[CH:4][C:3]=1[CH2:13]OC1CCCCO1.P(Br)(Br)[Br:22], predict the reaction product. The product is: [Br:22][CH2:13][C:3]1[CH:4]=[C:5]([F:12])[C:6]2[O:7][CH2:8][CH2:9][O:10][C:11]=2[C:2]=1[F:1]. (3) Given the reactants C[Al](C)C.C[Al](C)C.C1N2CCN(CC2)C1.[Cl:17][C:18]1[CH:28]=[CH:27][C:21]([O:22][CH2:23][C@@H:24]([NH2:26])[CH3:25])=[C:20]([C:29]([CH3:35])([CH3:34])[C:30]([F:33])([F:32])[F:31])[CH:19]=1.[CH3:36][C:37]1[N:38]=[CH:39][N:40]([C:42]2[C:51](=[O:52])[N:50]3[C:45]([C:46](=[O:53])[O:47][CH2:48][CH2:49]3)=[CH:44][CH:43]=2)[CH:41]=1, predict the reaction product. The product is: [Cl:17][C:18]1[CH:28]=[CH:27][C:21]([O:22][CH2:23][C@@H:24]([NH:26][C:46]([C:45]2[N:50]([CH2:49][CH2:48][OH:47])[C:51](=[O:52])[C:42]([N:40]3[CH:41]=[C:37]([CH3:36])[N:38]=[CH:39]3)=[CH:43][CH:44]=2)=[O:53])[CH3:25])=[C:20]([C:29]([CH3:34])([CH3:35])[C:30]([F:31])([F:32])[F:33])[CH:19]=1. (4) Given the reactants [N:1]1([O:10][C:11]2[C:12]3[N:13]=[CH:14][N:15]([C:38]=3[N:39]=[CH:40][N:41]=2)[C@@H:16]2[O:37][C@H:27]([CH2:28][O:29][Si:30]([C:33]([CH3:36])([CH3:35])[CH3:34])([CH3:32])[CH3:31])[C@@H:18]([O:19][Si:20]([C:23]([CH3:26])([CH3:25])[CH3:24])([CH3:22])[CH3:21])[CH2:17]2)[C:5]2[CH:6]=[CH:7][CH:8]=[CH:9][C:4]=2[N:3]=[N:2]1.[Si:42]([O:49][C@@H]1[C@H]([O:49][Si:42]([C:45]([CH3:48])([CH3:47])[CH3:46])([CH3:44])[CH3:43])[C@@H](C[O:49][Si:42]([C:45]([CH3:48])([CH3:47])[CH3:46])([CH3:44])[CH3:43])O[C@H]1N1C2N=CN=C(O)C=2N=C1)([C:45]([CH3:48])([CH3:47])[CH3:46])([CH3:44])[CH3:43].F[P-](F)(F)(F)(F)F.N1(O[P+](N(C)C)(N(C)C)N(C)C)C2C=CC=CC=2N=N1.CCN(C(C)C)C(C)C, predict the reaction product. The product is: [N:1]1([O:10][C:11]2[C:12]3[N:13]=[CH:14][N:15]([C:38]=3[N:39]=[CH:40][N:41]=2)[C@@H:16]2[O:37][C@H:27]([CH2:28][O:29][Si:30]([C:33]([CH3:34])([CH3:35])[CH3:36])([CH3:31])[CH3:32])[C@@H:18]([O:19][Si:20]([C:23]([CH3:25])([CH3:26])[CH3:24])([CH3:22])[CH3:21])[C@H:17]2[O:49][Si:42]([C:45]([CH3:48])([CH3:47])[CH3:46])([CH3:44])[CH3:43])[C:5]2[CH:6]=[CH:7][CH:8]=[CH:9][C:4]=2[N:3]=[N:2]1.